Dataset: Forward reaction prediction with 1.9M reactions from USPTO patents (1976-2016). Task: Predict the product of the given reaction. (1) Given the reactants Br.Br.Br.[NH2:4][C:5]1[S:6][CH:7]=[C:8]([CH2:10][C:11]([N:13]2[CH2:18][CH2:17][N:16]([CH:19]3[CH2:24][CH2:23][N:22]([CH3:25])[CH2:21][CH2:20]3)[CH2:15][CH2:14]2)=[O:12])[N:9]=1.[CH3:26][C:27]1[S:31][C:30]([C:32](O)=[O:33])=[CH:29][CH:28]=1, predict the reaction product. The product is: [CH3:25][N:22]1[CH2:23][CH2:24][CH:19]([N:16]2[CH2:15][CH2:14][N:13]([C:11](=[O:12])[CH2:10][C:8]3[N:9]=[C:5]([NH:4][C:32]([C:30]4[S:31][C:27]([CH3:26])=[CH:28][CH:29]=4)=[O:33])[S:6][CH:7]=3)[CH2:18][CH2:17]2)[CH2:20][CH2:21]1. (2) The product is: [CH3:14][C:13]1([CH3:15])[C:16]([CH3:18])([CH3:17])[O:1][B:2]([C:3]2[S:7][C:6]([C:8]([OH:10])=[O:9])=[CH:5][CH:4]=2)[O:11]1. Given the reactants [OH:1][B:2]([OH:11])[C:3]1[S:7][C:6]([C:8]([OH:10])=[O:9])=[CH:5][CH:4]=1.O[C:13]([C:16](O)([CH3:18])[CH3:17])([CH3:15])[CH3:14].O, predict the reaction product. (3) Given the reactants [Br:1][C:2]1[CH:7]=[CH:6][C:5]([OH:8])=[CH:4][CH:3]=1.Br[CH2:10][C@H:11]([CH3:14])[CH2:12][Cl:13], predict the reaction product. The product is: [Cl:13][CH2:12][C@@H:11]([CH3:14])[CH2:10][O:8][C:5]1[CH:6]=[CH:7][C:2]([Br:1])=[CH:3][CH:4]=1. (4) Given the reactants [N:1]1[CH:6]=[CH:5][CH:4]=[CH:3][C:2]=1[NH2:7].[NH2:8][C:9]1[C:10]([C:19](O)=[O:20])=[N:11][C:12]([CH2:15][CH2:16][CH2:17][CH3:18])=[CH:13][N:14]=1, predict the reaction product. The product is: [NH2:8][C:9]1[C:10]([C:19]([NH:7][C:2]2[CH:3]=[CH:4][CH:5]=[CH:6][N:1]=2)=[O:20])=[N:11][C:12]([CH2:15][CH2:16][CH2:17][CH3:18])=[CH:13][N:14]=1. (5) Given the reactants [CH2:1]([C:4]1[C:8]([CH2:9][CH2:10][CH2:11][OH:12])=[CH:7][N:6]([C:13]2[CH:18]=[CH:17][C:16]([C:19]([F:22])([F:21])[F:20])=[CH:15][N:14]=2)[N:5]=1)[CH2:2][CH3:3].[F:23][C:24]1[C:29](O)=[CH:28][CH:27]=[CH:26][C:25]=1[CH2:31][C:32]([O:34]CC)=[O:33].C(P(CCCC)CCCC)CCC.N(C(N1CCCCC1)=O)=NC(N1CCCCC1)=O, predict the reaction product. The product is: [F:23][C:24]1[C:29]([O:12][CH2:11][CH2:10][CH2:9][C:8]2[C:4]([CH2:1][CH2:2][CH3:3])=[N:5][N:6]([C:13]3[CH:18]=[CH:17][C:16]([C:19]([F:21])([F:20])[F:22])=[CH:15][N:14]=3)[CH:7]=2)=[CH:28][CH:27]=[CH:26][C:25]=1[CH2:31][C:32]([OH:34])=[O:33]. (6) Given the reactants [CH3:1][O:2][C:3]1[CH:4]=[C:5]2[C:8](=[CH:9][C:10]=1[O:11][CH3:12])[CH:7]([C:13]([O:15][CH3:16])=[O:14])[CH2:6]2, predict the reaction product. The product is: [CH3:1][O:2][C:3]1[CH:4]=[C:5]2[C:8](=[CH:9][C:10]=1[O:11][CH3:12])[C@@H:7]([C:13]([O:15][CH3:16])=[O:14])[CH2:6]2. (7) The product is: [ClH:30].[F:29][C:24]1[CH:23]=[C:22]([C:17]2[C:18]3[C:19]4[CH2:20][CH2:21][NH:8][CH2:9][CH2:10][C:11]=4[NH:12][C:13]=3[CH:14]=[CH:15][CH:16]=2)[CH:27]=[C:26]([F:28])[CH:25]=1. Given the reactants C([N:8]1[CH2:21][CH2:20][C:19]2[C:18]3[C:17]([C:22]4[CH:27]=[C:26]([F:28])[CH:25]=[C:24]([F:29])[CH:23]=4)=[CH:16][CH:15]=[CH:14][C:13]=3[NH:12][C:11]=2[CH2:10][CH2:9]1)C1C=CC=CC=1.[ClH:30], predict the reaction product. (8) Given the reactants [Br:1][C:2]1[CH:3]=[C:4]2[C:8](=[CH:9][CH:10]=1)[NH:7][C:6]([CH3:11])=[C:5]2[CH3:12].F[C:14]1[CH:15]=[N:16][CH:17]=[CH:18][CH:19]=1, predict the reaction product. The product is: [Br:1][C:2]1[CH:3]=[C:4]2[C:8](=[CH:9][CH:10]=1)[N:7]([C:14]1[CH:15]=[N:16][CH:17]=[CH:18][CH:19]=1)[C:6]([CH3:11])=[C:5]2[CH3:12]. (9) The product is: [C:1]([C:5]1[CH:6]=[CH:7][C:8]([S:11]([NH:14][C:15]2[N:19]([CH3:20])[N:18]=[C:17]([O:21][CH2:22][CH2:23][O:24][C:25]3[CH:30]=[CH:29][C:28]([F:31])=[CH:27][CH:26]=3)[C:16]=2[C:32]2[CH:37]=[CH:36][C:35]([CH3:38])=[CH:34][CH:33]=2)(=[O:13])=[O:12])=[CH:9][CH:10]=1)([CH3:4])([CH3:3])[CH3:2]. Given the reactants [C:1]([C:5]1[CH:10]=[CH:9][C:8]([S:11]([N:14](S(C2C=CC(C(C)(C)C)=CC=2)(=O)=O)[C:15]2[N:19]([CH3:20])[N:18]=[C:17]([O:21][CH2:22][CH2:23][O:24][C:25]3[CH:30]=[CH:29][C:28]([F:31])=[CH:27][CH:26]=3)[C:16]=2[C:32]2[CH:37]=[CH:36][C:35]([CH3:38])=[CH:34][CH:33]=2)(=[O:13])=[O:12])=[CH:7][CH:6]=1)([CH3:4])([CH3:3])[CH3:2].[OH-].[Na+], predict the reaction product. (10) Given the reactants [CH3:1][O:2][C:3]1[CH:4]=[C:5]([C:12]2[CH:17]=[CH:16][CH:15]=[CH:14][CH:13]=2)[CH:6]=[C:7]([N+:9]([O-])=O)[CH:8]=1, predict the reaction product. The product is: [CH3:1][O:2][C:3]1[CH:8]=[C:7]([NH2:9])[CH:6]=[C:5]([C:12]2[CH:17]=[CH:16][CH:15]=[CH:14][CH:13]=2)[CH:4]=1.